Dataset: Peptide-MHC class II binding affinity with 134,281 pairs from IEDB. Task: Regression. Given a peptide amino acid sequence and an MHC pseudo amino acid sequence, predict their binding affinity value. This is MHC class II binding data. (1) The peptide sequence is YFRNEQSIPPLIKKY. The binding affinity (normalized) is 0.375. The MHC is DRB3_0101 with pseudo-sequence DRB3_0101. (2) The peptide sequence is LLNRNNSFKPFAEYK. The MHC is DRB1_1201 with pseudo-sequence DRB1_1201. The binding affinity (normalized) is 0.0620.